From a dataset of Full USPTO retrosynthesis dataset with 1.9M reactions from patents (1976-2016). Predict the reactants needed to synthesize the given product. (1) The reactants are: [CH3:1][C:2]1[O:6][C:5]([CH2:7][CH:8]2[CH2:13][CH2:12][N:11]([C:14](=[O:17])[CH:15]=[CH2:16])[CH2:10][CH2:9]2)=[N:4][N:3]=1.Br[C:19]1[C:31]([Cl:32])=[CH:30][CH:29]=[CH:28][C:20]=1[CH2:21][N:22]1[N:26]=[N:25][C:24]([CH3:27])=[N:23]1. Given the product [Cl:32][C:31]1[CH:30]=[CH:29][CH:28]=[C:20]([CH2:21][N:22]2[N:26]=[N:25][C:24]([CH3:27])=[N:23]2)[C:19]=1/[CH:16]=[CH:15]/[C:14]([N:11]1[CH2:12][CH2:13][CH:8]([CH2:7][C:5]2[O:6][C:2]([CH3:1])=[N:3][N:4]=2)[CH2:9][CH2:10]1)=[O:17], predict the reactants needed to synthesize it. (2) Given the product [OH:25][CH2:24][C:22]1[O:21][N:20]=[C:19]([O:18][CH2:17][C:15]2[N:16]=[C:12]([C:9]3[CH:10]=[CH:11][C:6]([CH2:5][C:4]([O:3][CH2:1][CH3:2])=[O:29])=[CH:7][CH:8]=3)[O:13][C:14]=2[CH3:28])[CH:23]=1, predict the reactants needed to synthesize it. The reactants are: [CH2:1]([O:3][C:4](=[O:29])[CH2:5][C:6]1[CH:11]=[CH:10][C:9]([C:12]2[O:13][C:14]([CH3:28])=[C:15]([CH2:17][O:18][C:19]3[CH:23]=[C:22]([C:24](OC)=[O:25])[O:21][N:20]=3)[N:16]=2)=[CH:8][CH:7]=1)[CH3:2].[BH4-].[Na+].O.